Task: Predict the product of the given reaction.. Dataset: Forward reaction prediction with 1.9M reactions from USPTO patents (1976-2016) (1) Given the reactants Br[C:2]1[N:6]([C:7]2[C:12]([Cl:13])=[CH:11][C:10]([C:14]([F:17])([F:16])[F:15])=[CH:9][C:8]=2[Cl:18])[N:5]=[C:4]([C:19]#[N:20])[C:3]=1[S:21]([C:24]([F:27])([F:26])[F:25])(=[O:23])=[O:22].[NH2:28][CH2:29][CH:30]([OH:32])[CH3:31].C(N(CC)CC)C, predict the reaction product. The product is: [Cl:18][C:8]1[CH:9]=[C:10]([C:14]([F:17])([F:16])[F:15])[CH:11]=[C:12]([Cl:13])[C:7]=1[N:6]1[C:2]([NH:28][CH2:29][CH:30]([OH:32])[CH3:31])=[C:3]([S:21]([C:24]([F:27])([F:26])[F:25])(=[O:23])=[O:22])[C:4]([C:19]#[N:20])=[N:5]1. (2) Given the reactants [OH:1][C@@H:2]([CH2:6][S:7]([CH2:10][C:11]1[CH:16]=[CH:15][CH:14]=[CH:13][CH:12]=1)(=[O:9])=[O:8])[C:3]([OH:5])=[O:4].CN1C[CH2:22][O:21][CH2:20]C1.COCCl, predict the reaction product. The product is: [CH3:20][O:21][CH2:22][O:4][C:3](=[O:5])[CH:2]([OH:1])[CH2:6][S:7]([CH2:10][C:11]1[CH:16]=[CH:15][CH:14]=[CH:13][CH:12]=1)(=[O:9])=[O:8]. (3) The product is: [Br:19][C:17]1[CH:16]=[N:15][C:9]2[N:10]([CH2:13][CH3:14])[C:11]3[N:12]=[C:2]([F:28])[CH:3]=[C:4]([CH3:21])[C:5]=3[NH:6][C:7](=[O:20])[C:8]=2[CH:18]=1. Given the reactants N[C:2]1[CH:3]=[C:4]([CH3:21])[C:5]2[NH:6][C:7](=[O:20])[C:8]3[CH:18]=[C:17]([Br:19])[CH:16]=[N:15][C:9]=3[N:10]([CH2:13][CH3:14])[C:11]=2[N:12]=1.C1C=CN=CC=1.[FH:28].N([O-])=O.[Na+].[OH-].[Na+], predict the reaction product. (4) Given the reactants [F:1][C:2]1[CH:26]=[CH:25][C:5]([CH2:6][O:7][C:8]2[CH:13]=[CH:12][N:11]([CH2:14][CH2:15][C:16]3[CH:21]=[CH:20][C:19]([CH2:22]O)=[CH:18][CH:17]=3)[C:10](=[O:24])[CH:9]=2)=[CH:4][CH:3]=1.P(Br)(Br)[Br:28], predict the reaction product. The product is: [Br:28][CH2:22][C:19]1[CH:20]=[CH:21][C:16]([CH2:15][CH2:14][N:11]2[CH:12]=[CH:13][C:8]([O:7][CH2:6][C:5]3[CH:25]=[CH:26][C:2]([F:1])=[CH:3][CH:4]=3)=[CH:9][C:10]2=[O:24])=[CH:17][CH:18]=1. (5) Given the reactants C(=O)([O-])[O-].[Na+].[Na+].CC1C=CC(S(O)(=O)=O)=CC=1.[NH:18]1[CH2:23][CH2:22][CH:21]([CH2:24][O:25][C:26]2[C:30]3[C:31]([O:35][C@@H:36]4[CH2:40][CH2:39][O:38][CH2:37]4)=[CH:32][CH:33]=[CH:34][C:29]=3[O:28][N:27]=2)[CH2:20][CH2:19]1.[O:41]1[C:43]2([CH2:48][CH2:47][O:46][CH2:45][CH2:44]2)[CH2:42]1, predict the reaction product. The product is: [O:38]1[CH2:39][CH2:40][C@@H:36]([O:35][C:31]2[C:30]3[C:26]([O:25][CH2:24][CH:21]4[CH2:20][CH2:19][N:18]([CH2:42][C:43]5([OH:41])[CH2:48][CH2:47][O:46][CH2:45][CH2:44]5)[CH2:23][CH2:22]4)=[N:27][O:28][C:29]=3[CH:34]=[CH:33][CH:32]=2)[CH2:37]1. (6) Given the reactants [CH3:1][O:2][C:3]1[CH:4]=[C:5]([CH:8]=[CH:9][C:10]=1[N+:11]([O-:13])=[O:12])[CH2:6]Br.[CH3:14][NH:15][CH3:16], predict the reaction product. The product is: [CH3:1][O:2][C:3]1[CH:4]=[C:5]([CH:8]=[CH:9][C:10]=1[N+:11]([O-:13])=[O:12])[CH2:6][N:15]([CH3:16])[CH3:14]. (7) Given the reactants [CH2:1]([NH:3][C:4]([C:6]1[CH:7]=[N:8][C:9]2[C:14]([C:15]=1[NH:16][CH2:17][CH2:18][CH3:19])=[CH:13][CH:12]=[CH:11][C:10]=2[O:20][CH3:21])=[O:5])[CH3:2].C([NH-])C.Cl[C:26](OC)=[O:27], predict the reaction product. The product is: [CH2:1]([N:3]1[C:4](=[O:5])[C:6]2[CH:7]=[N:8][C:9]3[C:10]([O:20][CH3:21])=[CH:11][CH:12]=[CH:13][C:14]=3[C:15]=2[N:16]([CH2:17][CH2:18][CH3:19])[C:26]1=[O:27])[CH3:2]. (8) Given the reactants [CH3:1][O:2][C:3]1[CH:4]=[C:5]([C:11]2[CH2:16][C:15]([CH3:18])([CH3:17])[C:14](=[O:19])[N:13]([CH:20]3[CH2:25][CH2:24][N:23]([C:26](=[O:44])[CH2:27][C@H:28]([NH:36]C(=O)OC(C)(C)C)[CH2:29][C:30]4[CH:35]=[CH:34][CH:33]=[CH:32][CH:31]=4)[CH2:22][CH2:21]3)[N:12]=2)[CH:6]=[CH:7][C:8]=1[O:9][CH3:10].FC(F)(F)C(O)=O.C(=O)(O)[O-].[Na+], predict the reaction product. The product is: [NH2:36][C@H:28]([CH2:29][C:30]1[CH:35]=[CH:34][CH:33]=[CH:32][CH:31]=1)[CH2:27][C:26]([N:23]1[CH2:24][CH2:25][CH:20]([N:13]2[C:14](=[O:19])[C:15]([CH3:18])([CH3:17])[CH2:16][C:11]([C:5]3[CH:6]=[CH:7][C:8]([O:9][CH3:10])=[C:3]([O:2][CH3:1])[CH:4]=3)=[N:12]2)[CH2:21][CH2:22]1)=[O:44]. (9) Given the reactants [F:1][C:2]1[CH:7]=[C:6]([N+:8]([O-:10])=[O:9])[CH:5]=[CH:4][C:3]=1[CH2:11][OH:12].CC1C=CC(S(O)(=O)=O)=CC=1.[CH2:24]1[CH2:29][O:28][CH:27]=[CH:26][CH2:25]1, predict the reaction product. The product is: [F:1][C:2]1[CH:7]=[C:6]([N+:8]([O-:10])=[O:9])[CH:5]=[CH:4][C:3]=1[CH2:11][O:12][CH:27]1[CH2:26][CH2:25][CH2:24][CH2:29][O:28]1.